Dataset: Reaction yield outcomes from USPTO patents with 853,638 reactions. Task: Predict the reaction yield, written as a fraction of the theoretical maximum amount of product (1.0 means a 100% yield; for example, 0.34 means a 34% yield). (1) The reactants are [NH2:1][C:2]1[S:3][C:4]([CH:7]=[O:8])=[CH:5][N:6]=1.[C:9](N1C=CN=C1)(N1C=CN=C1)=[O:10].[CH:21]1([NH:28][C@H:29]2[CH2:34][CH2:33][C@H:32](C)[CH2:31][CH2:30]2)[CH2:27][CH2:26][CH2:25][CH2:24][CH2:23]C1. The product is [CH:29]1([N:28]([CH:21]2[CH2:23][CH2:24][CH2:25][CH2:26][CH2:27]2)[C:9]([NH:1][C:2]2[S:3][C:4]([CH:7]=[O:8])=[CH:5][N:6]=2)=[O:10])[CH2:30][CH2:31][CH2:32][CH2:33][CH2:34]1. The catalyst is CN(C1C=CN=CC=1)C.C1COCC1. The yield is 0.310. (2) The reactants are [Br:1][C:2]1[C:3]([C:20]2[S:24][C:23]3[CH:25]=[CH:26][C:27]([N+:29]([O-])=O)=[CH:28][C:22]=3[CH:21]=2)=[N:4][C:5]([NH:8][CH2:9][CH2:10][N:11]2[C:15]([CH3:17])([CH3:16])[C:14](=[O:18])[NH:13][C:12]2=[O:19])=[N:6][CH:7]=1.C(O)C.[In]. The catalyst is O. The product is [NH2:29][C:27]1[CH:26]=[CH:25][C:23]2[S:24][C:20]([C:3]3[C:2]([Br:1])=[CH:7][N:6]=[C:5]([NH:8][CH2:9][CH2:10][N:11]4[C:15]([CH3:17])([CH3:16])[C:14](=[O:18])[NH:13][C:12]4=[O:19])[N:4]=3)=[CH:21][C:22]=2[CH:28]=1. The yield is 0.150. (3) The reactants are [OH:1][C:2]1[CH:7]=[C:6]([CH3:8])[CH:5]=[CH:4][C:3]=1[C:9](/[C:11](=[CH:19]\[C:20]1[CH:25]=[CH:24][CH:23]=[CH:22][CH:21]=1)/C(OC(C)(C)C)=O)=[O:10].C1(C)C=CC(S(O)(=O)=O)=CC=1. The catalyst is NC(N)=S.C1(C)C=CC=CC=1. The product is [CH3:8][C:6]1[CH:7]=[C:2]2[C:3]([C:9](=[O:10])[CH2:11][C@H:19]([C:20]3[CH:25]=[CH:24][CH:23]=[CH:22][CH:21]=3)[O:1]2)=[CH:4][CH:5]=1. The yield is 0.970. (4) The reactants are [C:1]([O:9]CC)(=[O:8])[CH2:2][C:3](OCC)=O.[H-].[Na+].ClC[C:16]1[CH:17]=[N:18][O:19][C:20]=1[C:21]1[CH:26]=[CH:25][C:24]([S:27][CH3:28])=[CH:23][CH:22]=1.Cl. The catalyst is O1CCCC1.O. The product is [CH3:28][S:27][C:24]1[CH:23]=[CH:22][C:21]([C:20]2[O:19][N:18]=[CH:17][C:16]=2[CH2:3][CH2:2][C:1]([OH:9])=[O:8])=[CH:26][CH:25]=1. The yield is 0.610. (5) The reactants are [CH2:1](Cl)[CH2:2]Cl.Cl.CN.[CH:8]1[CH:9]=[CH:10][C:11]2N(O)N=N[C:12]=2[CH:13]=1.O.[CH2:19](N(CC)CC)[CH3:20].[CH3:26][N:27]([CH:29]=[O:30])C. No catalyst specified. The product is [CH3:26][NH:27][C:29]([C:19]1[CH2:20][C:12]2[C:11]([C:1]=1[CH3:2])=[CH:10][CH:9]=[CH:8][CH:13]=2)=[O:30]. The yield is 0.860. (6) The reactants are [F:1][C:2]1[CH:7]=[CH:6][C:5]([N:8]2[C:12]3=[C:13]4[C:18](=[C:19]([C:21]#[N:22])[CH:20]=[C:11]3[CH:10]=[N:9]2)[CH:17]=[N:16][CH:15]=[CH:14]4)=[CH:4][CH:3]=1.[OH-:23].[K+].C(Cl)(Cl)Cl.O. The catalyst is C(O)(C)(C)C. The product is [F:1][C:2]1[CH:3]=[CH:4][C:5]([N:8]2[C:12]3=[C:13]4[C:18](=[C:19]([C:21]([NH2:22])=[O:23])[CH:20]=[C:11]3[CH:10]=[N:9]2)[CH:17]=[N:16][CH:15]=[CH:14]4)=[CH:6][CH:7]=1. The yield is 0.560. (7) The reactants are [CH:1](=O)[C:2]1[CH:7]=[CH:6][CH:5]=[CH:4][CH:3]=1.[CH3:9][C:10]([CH3:12])=[O:11].[OH-].[Na+].O. The catalyst is C(O)C. The product is [C:2]1([CH:1]=[CH:9][C:10](=[O:11])[CH:12]=[CH:1][C:2]2[CH:7]=[CH:6][CH:5]=[CH:4][CH:3]=2)[CH:7]=[CH:6][CH:5]=[CH:4][CH:3]=1. The yield is 0.820.